Dataset: Reaction yield outcomes from USPTO patents with 853,638 reactions. Task: Predict the reaction yield, written as a fraction of the theoretical maximum amount of product (1.0 means a 100% yield; for example, 0.34 means a 34% yield). (1) The yield is 0.329. The product is [F:46][C:47]1[CH:48]=[C:49](/[CH:54]=[CH:55]/[C:56]([N:40]2[CH2:39][C@H:38]([CH2:41][CH:42]([CH3:44])[CH3:43])[NH:37][C:36](=[O:45])[C@@H:35]2[CH2:31][CH:32]([CH3:34])[CH3:33])=[O:57])[CH:50]=[C:51]([F:53])[CH:52]=1. No catalyst specified. The reactants are C([C@@H]1N(C(=O)C2C=CC(OC3C=CC=CC=3)=CC=2)C[C@H](CC(C)C)NC1=O)C(C)C.[CH2:31]([C@@H:35]1[NH:40][CH2:39][C@H:38]([CH2:41][CH:42]([CH3:44])[CH3:43])[NH:37][C:36]1=[O:45])[CH:32]([CH3:34])[CH3:33].[F:46][C:47]1[CH:48]=[C:49](/[CH:54]=[CH:55]/[C:56](O)=[O:57])[CH:50]=[C:51]([F:53])[CH:52]=1. (2) The reactants are S1C2=CC=CC(O)=C2C=N1.C[O:12][C:13]1[C:18]2[CH:19]=[N:20][S:21][C:17]=2[C:16]([CH3:22])=[CH:15][CH:14]=1.Cl.N1C=CC=CC=1. No catalyst specified. The product is [CH3:22][C:16]1[CH:15]=[CH:14][C:13]([OH:12])=[C:18]2[C:17]=1[S:21][N:20]=[CH:19]2. The yield is 0.370. (3) The reactants are [F:1][C:2]1[CH:9]=[C:8]([C:10]2[S:11][CH:12]=[CH:13][CH:14]=2)[CH:7]=[CH:6][C:3]=1[CH:4]=O.[C:15]([C:18]1[CH:26]=[CH:25][C:21]([C:22]([OH:24])=[O:23])=[CH:20][CH:19]=1)(=[O:17])[CH3:16]. No catalyst specified. The product is [F:1][C:2]1[CH:9]=[C:8]([C:10]2[S:11][CH:12]=[CH:13][CH:14]=2)[CH:7]=[CH:6][C:3]=1/[CH:4]=[CH:16]/[C:15]([C:18]1[CH:26]=[CH:25][C:21]([C:22]([OH:24])=[O:23])=[CH:20][CH:19]=1)=[O:17]. The yield is 0.710. (4) The reactants are O1CCN(CC[CH2:9][O:10][C:11]2[CH:20]=[C:19]3[C:14]([C:15]([O:21][C:22]4[CH:27]=[CH:26][C:25]([NH:28][C:29](=O)CC5C=CC=CN=5)=[CH:24][C:23]=4[F:38])=[CH:16][CH:17]=[N:18]3)=[CH:13][C:12]=2[O:39][CH3:40])CC1.[NH:41]1[CH2:46]CN[CH2:43][CH2:42]1.CC1(C)C2C(=C(P(C3C=CC=CC=3)C3C=CC=CC=3)C=CC=2)OC2C(P(C3C=CC=CC=3)C3C=CC=CC=3)=CC=CC1=2.P([O-])([O-])([O-])=O.[K+].[K+].[K+]. The catalyst is C1(C)C=CC=CC=1.C1C=CC(/C=C/C(/C=C/C2C=CC=CC=2)=O)=CC=1.C1C=CC(/C=C/C(/C=C/C2C=CC=CC=2)=O)=CC=1.C1C=CC(/C=C/C(/C=C/C2C=CC=CC=2)=O)=CC=1.[Pd].[Pd]. The product is [F:38][C:23]1[CH:24]=[C:25]([N:28]2[CH2:43][CH2:42][NH:41][CH2:46][CH2:29]2)[CH:26]=[CH:27][C:22]=1[O:21][C:15]1[C:14]2[C:19](=[CH:20][C:11]([O:10][CH3:9])=[C:12]([O:39][CH3:40])[CH:13]=2)[N:18]=[CH:17][CH:16]=1. The yield is 0.410. (5) The reactants are [CH3:1][O:2][C:3]1[CH:4]=[CH:5][C:6]2[N:10]=[C:9]([S:11]([CH2:13][C:14]3[C:19]([CH3:20])=[C:18]([O:21][CH3:22])[C:17]([CH3:23])=[CH:16][N:15]=3)=[O:12])[N:8](COC(=O)[C@@H](C3C=CC=CC=3)O)[C:7]=2[CH:36]=1.[OH-].[Na+].C(OC)=O. The catalyst is CO.O. The product is [CH3:1][O:2][C:3]1[CH:4]=[CH:5][C:6]2[NH:10][C:9]([S:11]([CH2:13][C:14]3[C:19]([CH3:20])=[C:18]([O:21][CH3:22])[C:17]([CH3:23])=[CH:16][N:15]=3)=[O:12])=[N:8][C:7]=2[CH:36]=1. The yield is 0.770. (6) The reactants are [Cl:1][C:2]1[CH:3]=[C:4]2[C:9](=[CH:10][C:11]=1[Cl:12])[N:8]=[C:7]([CH3:13])[CH:6]=[CH:5]2.[CH:14](=O)[C:15]1[CH:20]=[CH:19][CH:18]=[CH:17][CH:16]=1.CC(OC(C)=O)=O. No catalyst specified. The product is [Cl:1][C:2]1[CH:3]=[C:4]2[C:9](=[CH:10][C:11]=1[Cl:12])[N:8]=[C:7](/[CH:13]=[CH:14]/[C:15]1[CH:20]=[CH:19][CH:18]=[CH:17][CH:16]=1)[CH:6]=[CH:5]2. The yield is 0.621.